Dataset: Catalyst prediction with 721,799 reactions and 888 catalyst types from USPTO. Task: Predict which catalyst facilitates the given reaction. (1) Reactant: C(NC(C)C)(C)C.[Li]CCCC.[F:13][C:14]([F:37])([F:36])[O:15][C:16]1[CH:17]=[C:18]([CH:22]([C:25]2[CH:30]=[CH:29][CH:28]=[C:27]([O:31][C:32]([F:35])([F:34])[F:33])[CH:26]=2)[C:23]#[N:24])[CH:19]=[CH:20][CH:21]=1.Br[CH2:39][C:40]([O:42][C:43]([CH3:46])([CH3:45])[CH3:44])=[O:41]. Product: [F:13][C:14]([F:36])([F:37])[O:15][C:16]1[CH:17]=[C:18]([CH:22]([C:25]2[CH:30]=[CH:29][CH:28]=[C:27]([O:31][C:32]([F:35])([F:34])[F:33])[CH:26]=2)[C:23]#[N:24])[CH:19]=[CH:20][CH:21]=1.[C:23]([C:22]([C:25]1[CH:30]=[CH:29][CH:28]=[C:27]([O:31][C:32]([F:35])([F:34])[F:33])[CH:26]=1)([C:18]1[CH:19]=[CH:20][CH:21]=[C:16]([O:15][C:14]([F:36])([F:37])[F:13])[CH:17]=1)[CH2:39][C:40]([O:42][C:43]([CH3:46])([CH3:45])[CH3:44])=[O:41])#[N:24]. The catalyst class is: 1. (2) Reactant: [CH2:1]([O:8][C:9]([NH:11][C:12]1[S:13][C:14]([C:17]([O:19]C)=[O:18])=[CH:15][N:16]=1)=[O:10])[C:2]1[CH:7]=[CH:6][CH:5]=[CH:4][CH:3]=1.CO.[OH-].[K+].Cl. Product: [CH2:1]([O:8][C:9]([NH:11][C:12]1[S:13][C:14]([C:17]([OH:19])=[O:18])=[CH:15][N:16]=1)=[O:10])[C:2]1[CH:3]=[CH:4][CH:5]=[CH:6][CH:7]=1. The catalyst class is: 6. (3) The catalyst class is: 257. Product: [CH:29]([C:7]1[CH:8]=[CH:9][N:10]=[C:11]2[C:16]=1[N:15]=[C:14]([O:17][CH3:18])[CH:13]=[CH:12]2)=[CH2:30]. Reactant: FC(F)(F)S(O[C:7]1[C:16]2[C:11](=[CH:12][CH:13]=[C:14]([O:17][CH3:18])[N:15]=2)[N:10]=[CH:9][CH:8]=1)(=O)=O.C([O-])([O-])=O.[K+].[K+].CO[CH2:29][CH2:30]OC. (4) Reactant: O[C:2]1([C:23]2[CH:28]=[CH:27][CH:26]=[C:25]([CH3:29])[CH:24]=2)[C:6]2[CH:7]=[C:8]([NH:13][C:14](=[O:20])[CH2:15][C:16]([CH3:19])([CH3:18])[CH3:17])[C:9]([CH3:12])=[C:10]([CH3:11])[C:5]=2[O:4][C:3]1([CH3:22])[CH3:21]. The catalyst class is: 175. Product: [CH3:17][C:16]([CH3:19])([CH3:18])[CH2:15][C:14]([NH:13][C:8]1[C:9]([CH3:12])=[C:10]([CH3:11])[C:5]2[O:4][C:3]([CH3:21])([CH3:22])[CH:2]([C:23]3[CH:28]=[CH:27][CH:26]=[C:25]([CH3:29])[CH:24]=3)[C:6]=2[CH:7]=1)=[O:20]. (5) Reactant: ClCCl.[Br:4][C:5]1[CH:6]=[C:7]([CH:20]=[C:21]([CH:24]([C:26]2[CH:31]=[CH:30][CH:29]=[C:28]([F:32])[CH:27]=2)[OH:25])[C:22]=1[CH3:23])[CH2:8][N:9]([CH:17]1[CH2:19][CH2:18]1)[C:10](=[O:16])[O:11][C:12]([CH3:15])([CH3:14])[CH3:13].CC(OI1(OC(C)=O)(OC(C)=O)OC(=O)C2C=CC=CC1=2)=O.C(=O)(O)[O-].[Na+]. Product: [C:12]([O:11][C:10](=[O:16])[N:9]([CH2:8][C:7]1[CH:20]=[C:21]([C:24](=[O:25])[C:26]2[CH:31]=[CH:30][CH:29]=[C:28]([F:32])[CH:27]=2)[C:22]([CH3:23])=[C:5]([Br:4])[CH:6]=1)[CH:17]1[CH2:19][CH2:18]1)([CH3:15])([CH3:13])[CH3:14]. The catalyst class is: 28. (6) Reactant: [Cl:1][CH2:2][CH2:3][CH2:4][O:5][C:6]1[CH:11]=[CH:10][C:9]([C:12](=[S:14])[NH2:13])=[CH:8][CH:7]=1.Br[CH:16]1[C:21](=O)[CH2:20][CH2:19][N:18](C(OC(C)(C)C)=O)[CH2:17]1. Product: [Cl:1][CH2:2][CH2:3][CH2:4][O:5][C:6]1[CH:11]=[CH:10][C:9]([C:12]2[S:14][C:16]3[CH2:17][NH:18][CH2:19][CH2:20][C:21]=3[N:13]=2)=[CH:8][CH:7]=1. The catalyst class is: 32. (7) Reactant: [Cl:1][C:2]1[N:10]=[C:9]2[C:5]([N:6]=[CH:7][N:8]2[CH:11]2[CH2:15][CH2:14][CH2:13][CH2:12]2)=[C:4]([NH:16][CH2:17][CH2:18][NH:19][CH2:20][C:21]2[CH:26]=[CH:25][C:24]([Cl:27])=[CH:23][CH:22]=2)[N:3]=1.[NH2:28][C@H:29]1[CH2:34][CH2:33][C@H:32]([NH2:35])[CH2:31][CH2:30]1. Product: [ClH:1].[ClH:1].[ClH:1].[NH2:28][C@H:29]1[CH2:34][CH2:33][C@H:32]([NH:35][C:2]2[N:10]=[C:9]3[C:5]([N:6]=[CH:7][N:8]3[CH:11]3[CH2:15][CH2:14][CH2:13][CH2:12]3)=[C:4]([NH:16][CH2:17][CH2:18][NH:19][CH2:20][C:21]3[CH:22]=[CH:23][C:24]([Cl:27])=[CH:25][CH:26]=3)[N:3]=2)[CH2:31][CH2:30]1. The catalyst class is: 6. (8) Reactant: O[CH2:2][CH2:3][O:4][C:5]1[CH:10]=[C:9]([CH3:11])[N:8]=[CH:7][C:6]=1[OH:12].C1(P(C2C=CC=CC=2)C2C=CC=CC=2)C=CC=CC=1.N(C(OC(C)(C)C)=O)=NC(OC(C)(C)C)=O.O. Product: [CH3:11][C:9]1[N:8]=[CH:7][C:6]2[O:12][CH2:2][CH2:3][O:4][C:5]=2[CH:10]=1. The catalyst class is: 7.